From a dataset of NCI-60 drug combinations with 297,098 pairs across 59 cell lines. Regression. Given two drug SMILES strings and cell line genomic features, predict the synergy score measuring deviation from expected non-interaction effect. (1) Drug 1: CC1CCC2CC(C(=CC=CC=CC(CC(C(=O)C(C(C(=CC(C(=O)CC(OC(=O)C3CCCCN3C(=O)C(=O)C1(O2)O)C(C)CC4CCC(C(C4)OC)OCCO)C)C)O)OC)C)C)C)OC. Drug 2: C1CCC(C(C1)N)N.C(=O)(C(=O)[O-])[O-].[Pt+4]. Cell line: HOP-92. Synergy scores: CSS=15.9, Synergy_ZIP=-0.942, Synergy_Bliss=2.21, Synergy_Loewe=2.46, Synergy_HSA=3.78. (2) Drug 1: C1=CC(=CC=C1CCCC(=O)O)N(CCCl)CCCl. Drug 2: C1C(C(OC1N2C=NC3=C2NC=NCC3O)CO)O. Cell line: NCI-H522. Synergy scores: CSS=18.6, Synergy_ZIP=-6.70, Synergy_Bliss=-6.74, Synergy_Loewe=-6.07, Synergy_HSA=-4.78. (3) Drug 1: COC1=NC(=NC2=C1N=CN2C3C(C(C(O3)CO)O)O)N. Drug 2: CC12CCC3C(C1CCC2OP(=O)(O)O)CCC4=C3C=CC(=C4)OC(=O)N(CCCl)CCCl.[Na+]. Cell line: SK-MEL-5. Synergy scores: CSS=11.9, Synergy_ZIP=-3.15, Synergy_Bliss=2.02, Synergy_Loewe=1.67, Synergy_HSA=2.24. (4) Drug 1: CC12CCC3C(C1CCC2=O)CC(=C)C4=CC(=O)C=CC34C. Synergy scores: CSS=14.9, Synergy_ZIP=-1.55, Synergy_Bliss=-0.976, Synergy_Loewe=-10.1, Synergy_HSA=-0.199. Drug 2: C(=O)(N)NO. Cell line: RXF 393. (5) Drug 1: CC12CCC3C(C1CCC2O)C(CC4=C3C=CC(=C4)O)CCCCCCCCCS(=O)CCCC(C(F)(F)F)(F)F. Drug 2: CN(CCCl)CCCl.Cl. Cell line: HCT116. Synergy scores: CSS=29.3, Synergy_ZIP=4.42, Synergy_Bliss=6.27, Synergy_Loewe=-20.1, Synergy_HSA=2.43.